Task: Predict which catalyst facilitates the given reaction.. Dataset: Catalyst prediction with 721,799 reactions and 888 catalyst types from USPTO The catalyst class is: 31. Reactant: [Br:1][C:2]1[CH:3]=[C:4]2[C:10]([C:11]([OH:13])=O)=[N:9][NH:8][C:5]2=[N:6][CH:7]=1.[CH3:14][O:15][C:16]1[CH:17]=[C:18]([NH2:23])[C:19]([NH2:22])=[CH:20][CH:21]=1.CN(C(ON1N=NC2C=CC=NC1=2)=[N+](C)C)C.F[P-](F)(F)(F)(F)F.CCN(C(C)C)C(C)C. Product: [NH2:22][C:19]1[CH:20]=[CH:21][C:16]([O:15][CH3:14])=[CH:17][C:18]=1[NH:23][C:11]([C:10]1[C:4]2[C:5](=[N:6][CH:7]=[C:2]([Br:1])[CH:3]=2)[NH:8][N:9]=1)=[O:13].